This data is from Full USPTO retrosynthesis dataset with 1.9M reactions from patents (1976-2016). The task is: Predict the reactants needed to synthesize the given product. (1) Given the product [CH2:15]([O:22][C:23]([NH:25][C@@H:26]([CH2:34][S:35][CH2:6][C@@H:7]([OH:1])[CH2:8][OH:10])[C:27]([O:29][C:30]([CH3:31])([CH3:32])[CH3:33])=[O:28])=[O:24])[C:16]1[CH:17]=[CH:18][CH:19]=[CH:20][CH:21]=1, predict the reactants needed to synthesize it. The reactants are: [OH-:1].[Na+].[N+]([C:6]1C=CC=C[C:7]=1[C:8]([O-:10])=O)([O-])=O.[CH2:15]([O:22][C:23]([NH:25][C@@H:26]([CH2:34][SH:35])[C:27]([O:29][C:30]([CH3:33])([CH3:32])[CH3:31])=[O:28])=[O:24])[C:16]1[CH:21]=[CH:20][CH:19]=[CH:18][CH:17]=1. (2) Given the product [O:18]1[CH:19]=[CH:20][CH:21]=[C:17]1[CH2:16][O:15][C:12]1[CH:11]=[CH:10][CH:9]=[C:8]2[C:13]=1[CH:14]=[C:6]([C:4]([OH:5])=[O:3])[NH:7]2, predict the reactants needed to synthesize it. The reactants are: C([O:3][C:4]([C:6]1[NH:7][C:8]2[C:13]([CH:14]=1)=[C:12]([O:15][CH2:16][C:17]1[O:18][CH:19]=[CH:20][CH:21]=1)[CH:11]=[CH:10][CH:9]=2)=[O:5])C.[OH-].[K+].CCO. (3) Given the product [CH2:49]([O:48][C:47]1[C:46](=[O:56])[N:45]=[C:44]([CH2:57][C:58]2([C:63]3[CH:64]=[CH:65][CH:66]=[CH:67][CH:68]=3)[CH2:59][CH2:60][CH2:61][CH2:62]2)[N:43]2[CH2:37][CH2:38][N:39]([CH:69]3[CH2:70][CH2:71][O:72][CH2:73][CH2:74]3)[C:40](=[O:41])[C:42]=12)[C:50]1[CH:51]=[CH:52][CH:53]=[CH:54][CH:55]=1, predict the reactants needed to synthesize it. The reactants are: C(OC1C(=O)N=C(CC2(C3C=CC=CC=3)CCCC2)N2CCN(C3CC3)C(=O)C=12)C1C=CC=CC=1.O[CH2:37][CH2:38][N:39]([CH:69]1[CH2:74][CH2:73][O:72][CH2:71][CH2:70]1)[C:40]([C:42]1[C:47]([O:48][CH2:49][C:50]2[CH:55]=[CH:54][CH:53]=[CH:52][CH:51]=2)=[C:46]([OH:56])[N:45]=[C:44]([CH2:57][C:58]2([C:63]3[CH:68]=[CH:67][CH:66]=[CH:65][CH:64]=3)[CH2:62][CH2:61][CH2:60][CH2:59]2)[N:43]=1)=[O:41]. (4) Given the product [Br:1][C:2]1[C:3]([CH3:11])=[N:4][CH:5]=[C:6]([C:9]=1[NH:12][C:13]1[CH:14]=[C:15]2[C:19](=[CH:20][CH:21]=1)[NH:18][CH:17]=[CH:16]2)[C:7]#[N:8], predict the reactants needed to synthesize it. The reactants are: [Br:1][C:2]1[C:3]([CH3:11])=[N:4][CH:5]=[C:6]([C:9]=1Cl)[C:7]#[N:8].[NH2:12][C:13]1[CH:14]=[C:15]2[C:19](=[CH:20][CH:21]=1)[NH:18][CH:17]=[CH:16]2. (5) Given the product [Cl:1][C:2]1[CH:3]=[C:4]([C:8]2[C:13]3[N:14]([CH2:29][C@H:30]4[CH2:35][CH2:34][C@H:33]([CH3:36])[CH2:32][CH2:31]4)[C:15]([N:17]4[CH2:22][CH2:21][O:20][CH2:19][C@H:18]4[C:23]4[CH:24]=[CH:25][CH:26]=[CH:27][CH:28]=4)=[N:16][C:12]=3[CH:11]=[C:10]([NH2:54])[N:9]=2)[CH:5]=[N:6][CH:7]=1, predict the reactants needed to synthesize it. The reactants are: [Cl:1][C:2]1[CH:3]=[C:4]([C:8]2[C:13]3[N:14]([CH2:29][C@H:30]4[CH2:35][CH2:34][C@H:33]([CH3:36])[CH2:32][CH2:31]4)[C:15]([N:17]4[CH2:22][CH2:21][O:20][CH2:19][C@H:18]4[C:23]4[CH:28]=[CH:27][CH:26]=[CH:25][CH:24]=4)=[N:16][C:12]=3[CH:11]=[C:10](C(O)=O)[N:9]=2)[CH:5]=[N:6][CH:7]=1.C1(P([N:54]=[N+]=[N-])(C2C=CC=CC=2)=O)C=CC=CC=1. (6) Given the product [NH2:29][CH:30]([CH:31]([CH3:33])[CH3:32])[C:34]([NH:14][C:11]1[N:10]=[C:9]([NH2:15])[C:8]([O:7][C:6]2[CH:16]=[C:2]([I:1])[C:3]([O:20][CH3:21])=[CH:4][C:5]=2[CH:17]([CH3:19])[CH3:18])=[CH:13][N:12]=1)=[O:35], predict the reactants needed to synthesize it. The reactants are: [I:1][C:2]1[C:3]([O:20][CH3:21])=[CH:4][C:5]([CH:17]([CH3:19])[CH3:18])=[C:6]([CH:16]=1)[O:7][C:8]1[C:9]([NH2:15])=[N:10][C:11]([NH2:14])=[N:12][CH:13]=1.C([NH:29][CH:30]([C:34](O)=[O:35])[CH:31]([CH3:33])[CH3:32])(OC(C)(C)C)=O.C1(N=C=NC2CCCCC2)CCCCC1.Cl. (7) The reactants are: [Br-:1].[CH:2]1([C:8]([OH:33])([C:27]2[CH:32]=[CH:31][CH:30]=[CH:29][CH:28]=2)[C:9]([O:11][CH:12]2[CH2:16][CH2:15][CH2:14][N+:13]2([CH2:18][C:19](=[O:26])[NH:20][C:21]2[CH:25]=[CH:24][O:23][N:22]=2)[CH3:17])=[O:10])C[CH2:6][CH2:5][CH2:4][CH2:3]1.C1(C(C2C=CC=CC=2)(O)C(O)=O)CCCC1. Given the product [Br-:1].[CH:2]1([C:8]([OH:33])([C:27]2[CH:32]=[CH:31][CH:30]=[CH:29][CH:28]=2)[C:9]([O:11][CH:12]2[CH2:16][CH2:15][CH2:14][N+:13]2([CH2:18][C:19](=[O:26])[NH:20][C:21]2[CH:25]=[CH:24][O:23][N:22]=2)[CH3:17])=[O:10])[CH2:3][CH2:4][CH2:5][CH2:6]1, predict the reactants needed to synthesize it. (8) Given the product [F:24][C:18]1[C:19]([F:23])=[CH:20][CH:21]=[CH:22][C:17]=1[C@H:12]1[CH:13]([CH2:15][OH:16])[NH:14][C:25](=[O:27])[C@H:9]([N:8]([C:6]([O:5][C:1]([CH3:3])([CH3:4])[CH3:2])=[O:7])[C:28]([O:30][C:31]([CH3:32])([CH3:34])[CH3:33])=[O:29])[CH2:10][CH2:11]1, predict the reactants needed to synthesize it. The reactants are: [C:1]([O:5][C:6]([N:8]([C:28]([O:30][C:31]([CH3:34])([CH3:33])[CH3:32])=[O:29])[C@@H:9]([C:25]([OH:27])=O)[CH2:10][CH2:11][C@@H:12]([C:17]1[CH:22]=[CH:21][CH:20]=[C:19]([F:23])[C:18]=1[F:24])[CH:13]([CH2:15][OH:16])[NH2:14])=[O:7])([CH3:4])([CH3:3])[CH3:2].C(Cl)CCl.C1C=NC2N(O)N=NC=2C=1.C([O-])(O)=O.[Na+]. (9) Given the product [Br:1][C:2]1[CH:10]=[C:9]2[C:5](/[C:6](=[CH:12]/[C:14]3[NH:18][C:17]4[CH2:19][CH2:20][CH2:21][CH2:22][CH2:23][C:16]=4[C:15]=3[CH2:24][CH2:25][C:26]([OH:28])=[O:27])/[C:7](=[O:11])[NH:8]2)=[CH:4][CH:3]=1, predict the reactants needed to synthesize it. The reactants are: [Br:1][C:2]1[CH:10]=[C:9]2[C:5]([CH2:6][C:7](=[O:11])[NH:8]2)=[CH:4][CH:3]=1.[CH:12]([C:14]1[NH:18][C:17]2[CH2:19][CH2:20][CH2:21][CH2:22][CH2:23][C:16]=2[C:15]=1[CH2:24][CH2:25][C:26]([OH:28])=[O:27])=O.N1CCCCC1.